This data is from NCI-60 drug combinations with 297,098 pairs across 59 cell lines. The task is: Regression. Given two drug SMILES strings and cell line genomic features, predict the synergy score measuring deviation from expected non-interaction effect. Drug 1: C1CC(C1)(C(=O)O)C(=O)O.[NH2-].[NH2-].[Pt+2]. Drug 2: CC1=C(C=C(C=C1)C(=O)NC2=CC(=CC(=C2)C(F)(F)F)N3C=C(N=C3)C)NC4=NC=CC(=N4)C5=CN=CC=C5. Cell line: U251. Synergy scores: CSS=8.97, Synergy_ZIP=-5.42, Synergy_Bliss=-6.76, Synergy_Loewe=-5.38, Synergy_HSA=-4.83.